Predict the reactants needed to synthesize the given product. From a dataset of Full USPTO retrosynthesis dataset with 1.9M reactions from patents (1976-2016). (1) Given the product [F:17][C:16]1[CH:15]=[C:14]2[C:9]([CH:10]=[C:11]([CH3:19])[NH:12][C:13]2=[O:18])=[CH:8][C:7]=1[C:22]#[N:23], predict the reactants needed to synthesize it. The reactants are: FC(F)(F)S(O[C:7]1[CH:8]=[C:9]2[C:14](=[CH:15][C:16]=1[F:17])[C:13](=[O:18])[NH:12][C:11]([CH3:19])=[CH:10]2)(=O)=O.[CH3:22][N:23](C=O)C. (2) Given the product [NH2:1][C:4]1[C:11]([NH:12][C:13]2[CH:14]=[CH:15][C:16]3[C:20]4[CH:21]=[CH:22][CH:23]=[CH:24][C:19]=4[O:18][C:17]=3[CH:25]=2)=[CH:10][CH:9]=[CH:8][C:5]=1[C:6]#[N:7], predict the reactants needed to synthesize it. The reactants are: [N+:1]([C:4]1[C:11]([NH:12][C:13]2[CH:14]=[CH:15][C:16]3[C:20]4[CH:21]=[CH:22][CH:23]=[CH:24][C:19]=4[O:18][C:17]=3[CH:25]=2)=[CH:10][CH:9]=[CH:8][C:5]=1[C:6]#[N:7])([O-])=O.S(S([O-])=O)([O-])=O.[Na+].[Na+]. (3) Given the product [CH3:31][C:29]1([CH3:30])[C:25]2([CH2:26][CH2:27][CH2:28]2)[C@:24]21[CH2:32][C@@H:21]([C:19]([NH:18][C@:4]1([C:6](=[O:17])[NH:7][S:8]([C:11]3([CH2:14][CH2:15][CH3:16])[CH2:12][CH2:13]3)(=[O:10])=[O:9])[CH2:5][C@@H:3]1[CH2:1][CH3:2])=[O:20])[NH:22][CH2:23]2, predict the reactants needed to synthesize it. The reactants are: [CH2:1]([C@@H:3]1[CH2:5][C@:4]1([NH:18][C:19]([C@@H:21]1[CH2:32][C@:24]2([C:29]([CH3:31])([CH3:30])[C:25]32[CH2:28][CH2:27][CH2:26]3)[CH2:23][N:22]1C(OC(C)(C)C)=O)=[O:20])[C:6](=[O:17])[NH:7][S:8]([C:11]1([CH2:14][CH2:15][CH3:16])[CH2:13][CH2:12]1)(=[O:10])=[O:9])[CH3:2].Cl. (4) Given the product [C:2]([O:5][C:6]([N:8]([CH2:9][C@H:10]1[CH2:11][CH2:12][C@H:13]([C:16]([OH:18])=[O:17])[CH2:14][CH2:15]1)[CH3:21])=[O:7])([CH3:1])([CH3:3])[CH3:4], predict the reactants needed to synthesize it. The reactants are: [CH3:1][C:2]([O:5][C:6]([NH:8][CH2:9][CH:10]1[CH2:15][CH2:14][CH:13]([C:16]([OH:18])=[O:17])[CH2:12][CH2:11]1)=[O:7])([CH3:4])[CH3:3].[H-].[Na+].[CH3:21]I.[OH-].[Na+].